This data is from Full USPTO retrosynthesis dataset with 1.9M reactions from patents (1976-2016). The task is: Predict the reactants needed to synthesize the given product. (1) Given the product [F:1][C:2]1[CH:9]=[CH:8][C:7]([I:10])=[CH:6][C:3]=1[CH2:4][O:5][C:24]([N:21]1[CH2:22][CH2:23][N:18]([C:16]([O:15][C:11]([CH3:13])([CH3:12])[CH3:14])=[O:17])[CH2:19][C@H:20]1[CH2:27][CH3:28])=[O:25], predict the reactants needed to synthesize it. The reactants are: [F:1][C:2]1[CH:9]=[CH:8][C:7]([I:10])=[CH:6][C:3]=1[CH2:4][OH:5].[C:11]([O:15][C:16]([N:18]1[CH2:23][CH2:22][N:21]([C:24](Cl)=[O:25])[C@H:20]([CH2:27][CH3:28])[CH2:19]1)=[O:17])([CH3:14])([CH3:13])[CH3:12].[H-].[Na+]. (2) Given the product [C:36]([C:33]1[S:32][C:31]([C:29]([NH:28][C@@H:15]([CH2:14][C:11]2[CH:12]=[CH:13][C:8]([C:5]3[N:4]=[CH:3][C:2]([C:43]4[CH:44]=[CH:45][C:46]([OH:47])=[C:41]([F:40])[CH:42]=4)=[CH:7][N:6]=3)=[CH:9][CH:10]=2)[C:16]([NH:18][C@@H:19]([C:21]([O:23][C:24]([CH3:27])([CH3:26])[CH3:25])=[O:22])[CH3:20])=[O:17])=[O:30])=[CH:35][CH:34]=1)([CH3:39])([CH3:38])[CH3:37], predict the reactants needed to synthesize it. The reactants are: Br[C:2]1[CH:3]=[N:4][C:5]([C:8]2[CH:13]=[CH:12][C:11]([CH2:14][C@H:15]([NH:28][C:29]([C:31]3[S:32][C:33]([C:36]([CH3:39])([CH3:38])[CH3:37])=[CH:34][CH:35]=3)=[O:30])[C:16]([NH:18][C@@H:19]([C:21]([O:23][C:24]([CH3:27])([CH3:26])[CH3:25])=[O:22])[CH3:20])=[O:17])=[CH:10][CH:9]=2)=[N:6][CH:7]=1.[F:40][C:41]1[CH:42]=[C:43](B(O)O)[CH:44]=[CH:45][C:46]=1[OH:47].O.O.O.O.O.O.O.O.O.O.C(=O)([O-])[O-].[Na+].[Na+].